From a dataset of Full USPTO retrosynthesis dataset with 1.9M reactions from patents (1976-2016). Predict the reactants needed to synthesize the given product. (1) The reactants are: [C:1]1([C@H:7]([NH:9][C:10]2[C:11]3[CH:18]=[C:17]([C:19]4[CH:27]=[CH:26][C:22]([C:23](O)=[O:24])=[CH:21][CH:20]=4)[NH:16][C:12]=3[N:13]=[CH:14][N:15]=2)[CH3:8])[CH:6]=[CH:5][CH:4]=[CH:3][CH:2]=1.[CH2:28]([N:30]1[CH2:35][CH2:34][NH:33][CH2:32][CH2:31]1)[CH3:29].O.[OH-].[Li+]. Given the product [CH2:28]([N:30]1[CH2:35][CH2:34][N:33]([C:23]([C:22]2[CH:26]=[CH:27][C:19]([C:17]3[NH:16][C:12]4[N:13]=[CH:14][N:15]=[C:10]([NH:9][C@@H:7]([C:1]5[CH:6]=[CH:5][CH:4]=[CH:3][CH:2]=5)[CH3:8])[C:11]=4[CH:18]=3)=[CH:20][CH:21]=2)=[O:24])[CH2:32][CH2:31]1)[CH3:29], predict the reactants needed to synthesize it. (2) Given the product [S:6]1[CH:7]=[CH:8][C:4]2[CH:3]=[C:2]([B:11]3[O:15][C:14]([CH3:17])([CH3:16])[C:13]([CH3:19])([CH3:18])[O:12]3)[CH:10]=[CH:9][C:5]1=2, predict the reactants needed to synthesize it. The reactants are: Br[C:2]1[CH:10]=[CH:9][C:5]2[S:6][CH:7]=[CH:8][C:4]=2[CH:3]=1.[B:11]1([B:11]2[O:15][C:14]([CH3:17])([CH3:16])[C:13]([CH3:19])([CH3:18])[O:12]2)[O:15][C:14]([CH3:17])([CH3:16])[C:13]([CH3:19])([CH3:18])[O:12]1.C([O-])(=O)C.[K+]. (3) Given the product [CH3:19][O:18][CH:5]([C:6]1[CH:7]=[CH:8][C:9]([N:12]2[CH2:17][CH2:16][O:15][CH2:14][CH2:13]2)=[CH:10][CH:11]=1)[CH:4]=[O:20], predict the reactants needed to synthesize it. The reactants are: CON(C)[C:4](=[O:20])[CH:5]([O:18][CH3:19])[C:6]1[CH:11]=[CH:10][C:9]([N:12]2[CH2:17][CH2:16][O:15][CH2:14][CH2:13]2)=[CH:8][CH:7]=1.CC(C[AlH]CC(C)C)C. (4) Given the product [CH2:33]([O:35][C:36](=[O:49])[CH:37]([O:46][CH2:47][CH3:48])[CH2:38][C:39]1[CH:44]=[CH:43][C:42]([O:15][CH2:14][CH2:13][O:12][CH:10]2[C:9]3[CH:16]=[CH:17][CH:18]=[CH:19][C:8]=3[CH2:7][S:6][C:5]3[CH:4]=[CH:3][CH:2]=[CH:1][C:11]2=3)=[CH:41][CH:40]=1)[CH3:34], predict the reactants needed to synthesize it. The reactants are: [CH:1]1[C:11]2[CH:10]([O:12][CH2:13][CH2:14][OH:15])[C:9]3[CH:16]=[CH:17][CH:18]=[CH:19][C:8]=3[CH2:7][S:6][C:5]=2[CH:4]=[CH:3][CH:2]=1.C(P(CCCC)CCCC)CCC.[CH2:33]([O:35][C:36](=[O:49])[CH:37]([O:46][CH2:47][CH3:48])[CH2:38][C:39]1[CH:44]=[CH:43][C:42](O)=[CH:41][CH:40]=1)[CH3:34].C1CCN(C(N=NC(N2CCCCC2)=O)=O)CC1.